Dataset: Peptide-MHC class I binding affinity with 185,985 pairs from IEDB/IMGT. Task: Regression. Given a peptide amino acid sequence and an MHC pseudo amino acid sequence, predict their binding affinity value. This is MHC class I binding data. (1) The peptide sequence is LCLSGEGWPY. The MHC is HLA-A23:01 with pseudo-sequence HLA-A23:01. The binding affinity (normalized) is 0. (2) The peptide sequence is IPISGRITA. The MHC is HLA-A31:01 with pseudo-sequence HLA-A31:01. The binding affinity (normalized) is 0.0847. (3) The peptide sequence is SRKASNTIL. The MHC is HLA-A11:01 with pseudo-sequence HLA-A11:01. The binding affinity (normalized) is 0.0847.